From a dataset of NCI-60 drug combinations with 297,098 pairs across 59 cell lines. Regression. Given two drug SMILES strings and cell line genomic features, predict the synergy score measuring deviation from expected non-interaction effect. (1) Drug 1: C1=CC=C(C(=C1)C(C2=CC=C(C=C2)Cl)C(Cl)Cl)Cl. Drug 2: N.N.Cl[Pt+2]Cl. Cell line: MOLT-4. Synergy scores: CSS=53.4, Synergy_ZIP=-0.153, Synergy_Bliss=0.0629, Synergy_Loewe=-25.1, Synergy_HSA=-0.689. (2) Drug 1: C1CCC(C1)C(CC#N)N2C=C(C=N2)C3=C4C=CNC4=NC=N3. Drug 2: CC(CN1CC(=O)NC(=O)C1)N2CC(=O)NC(=O)C2. Cell line: 786-0. Synergy scores: CSS=12.3, Synergy_ZIP=-3.57, Synergy_Bliss=4.31, Synergy_Loewe=3.50, Synergy_HSA=5.38.